This data is from Reaction yield outcomes from USPTO patents with 853,638 reactions. The task is: Predict the reaction yield, written as a fraction of the theoretical maximum amount of product (1.0 means a 100% yield; for example, 0.34 means a 34% yield). (1) The reactants are [O:1]1[C:5]([C:6]2[CH:11]=[CH:10][C:9]([NH:12][C:13]3[N:14]=[C:15]([N:23]([C:27]4[CH:32]=[CH:31][CH:30]=[CH:29][CH:28]=4)[CH2:24][CH2:25][OH:26])[C:16]4[CH2:22][NH:21][CH2:20][CH2:19][C:17]=4[N:18]=3)=[CH:8][CH:7]=2)=[CH:4][N:3]=[CH:2]1.C(N(C(C)C)C(C)C)C.F[P-](F)(F)(F)(F)F.N1(OC(N(C)C)=[N+](C)C)C2C=CC=CC=2N=N1.[C:66](O)(=[O:70])[C@H:67]([CH3:69])[OH:68]. The catalyst is CN(C=O)C. The product is [OH:68][C@@H:67]([CH3:69])[C:66]([N:21]1[CH2:20][CH2:19][C:17]2[N:18]=[C:13]([NH:12][C:9]3[CH:10]=[CH:11][C:6]([C:5]4[O:1][CH:2]=[N:3][CH:4]=4)=[CH:7][CH:8]=3)[N:14]=[C:15]([N:23]([CH2:24][CH2:25][OH:26])[C:27]3[CH:28]=[CH:29][CH:30]=[CH:31][CH:32]=3)[C:16]=2[CH2:22]1)=[O:70]. The yield is 0.260. (2) The reactants are [C:1]([N:5]1[C:10](=[O:11])[C:9]([Cl:12])=[C:8]([O:13][CH2:14][C:15]2[CH:20]=[CH:19][C:18]([CH2:21][O:22][CH2:23][CH2:24][O:25][Si](C(C)(C)C)(C)C)=[CH:17][CH:16]=2)[CH:7]=[N:6]1)([CH3:4])([CH3:3])[CH3:2].CCCC[N+](CCCC)(CCCC)CCCC.[F-]. The catalyst is C1COCC1. The product is [C:1]([N:5]1[C:10](=[O:11])[C:9]([Cl:12])=[C:8]([O:13][CH2:14][C:15]2[CH:16]=[CH:17][C:18]([CH2:21][O:22][CH2:23][CH2:24][OH:25])=[CH:19][CH:20]=2)[CH:7]=[N:6]1)([CH3:4])([CH3:3])[CH3:2]. The yield is 0.780. (3) The reactants are [F:1][C:2]1[CH:7]=[C:6]([O:8][C:9]2[CH:14]=[CH:13][N:12]=[C:11]([C:15]3[CH:16]=[N:17][N:18]([CH3:20])[CH:19]=3)[CH:10]=2)[CH:5]=[CH:4][C:3]=1[NH2:21].C([O-])(O)=O.[Na+].Cl[C:28]([O:30][C:31]([CH3:33])=[CH2:32])=[O:29]. The catalyst is CCOC(C)=O. The product is [F:1][C:2]1[CH:7]=[C:6]([O:8][C:9]2[CH:14]=[CH:13][N:12]=[C:11]([C:15]3[CH:16]=[N:17][N:18]([CH3:20])[CH:19]=3)[CH:10]=2)[CH:5]=[CH:4][C:3]=1[NH:21][C:28](=[O:29])[O:30][C:31]([CH3:33])=[CH2:32]. The yield is 0.900. (4) The reactants are [CH2:1]([N:8]1[CH2:13][CH2:12][C:11](=[O:14])[CH2:10][CH2:9]1)[C:2]1[CH:7]=[CH:6][CH:5]=[CH:4][CH:3]=1.[I:15][CH3:16]. The catalyst is CC(C)=O. The product is [I-:15].[CH2:1]([N+:8]1([CH3:16])[CH2:13][CH2:12][C:11](=[O:14])[CH2:10][CH2:9]1)[C:2]1[CH:3]=[CH:4][CH:5]=[CH:6][CH:7]=1. The yield is 0.750.